Dataset: Catalyst prediction with 721,799 reactions and 888 catalyst types from USPTO. Task: Predict which catalyst facilitates the given reaction. (1) Reactant: C([O:8][C:9]1[CH:14]=[C:13]([C:15]([F:18])([F:17])[F:16])[CH:12]=[CH:11][C:10]=1[C:19]1[CH:24]=[C:23]([CH2:25][NH:26][C:27]([C@@H:29]2[CH2:33][C@@H:32]([F:34])[CH2:31][N:30]2[S:35]([C:38]2[CH:43]=[CH:42][C:41]([F:44])=[CH:40][CH:39]=2)(=[O:37])=[O:36])=[O:28])[CH:22]=[CH:21][N:20]=1)C1C=CC=CC=1. Product: [F:34][C@H:32]1[CH2:31][N:30]([S:35]([C:38]2[CH:39]=[CH:40][C:41]([F:44])=[CH:42][CH:43]=2)(=[O:36])=[O:37])[C@H:29]([C:27]([NH:26][CH2:25][C:23]2[CH:22]=[CH:21][N:20]=[C:19]([C:10]3[CH:11]=[CH:12][C:13]([C:15]([F:18])([F:17])[F:16])=[CH:14][C:9]=3[OH:8])[CH:24]=2)=[O:28])[CH2:33]1. The catalyst class is: 19. (2) Reactant: [CH2:1]([N:3]([CH:29]1[CH2:34][CH2:33][O:32][CH2:31][CH2:30]1)[C:4]1[C:20]2[CH2:19][CH2:18][CH2:17][CH2:16][O:15][CH2:14][C:13]3[CH:21]=[C:22]([CH3:27])[N:23]=[C:24]([O:25]C)[C:12]=3[CH2:11][NH:10][C:9](=[O:28])[C:8]=2[CH:7]=[CH:6][CH:5]=1)[CH3:2].Cl.CO.C(OC)(C)(C)C. Product: [CH2:1]([N:3]([CH:29]1[CH2:30][CH2:31][O:32][CH2:33][CH2:34]1)[C:4]1[C:20]2[CH2:19][CH2:18][CH2:17][CH2:16][O:15][CH2:14][C:13]3[CH:21]=[C:22]([CH3:27])[NH:23][C:24](=[O:25])[C:12]=3[CH2:11][NH:10][C:9](=[O:28])[C:8]=2[CH:7]=[CH:6][CH:5]=1)[CH3:2]. The catalyst class is: 25. (3) Reactant: [F:1][CH:2]1[CH2:5][N:4]([C:6]2[N:11]=[C:10]([CH2:12][N:13]3[C@@H:17]([CH3:18])[C@@H:16]([C:19]4[CH:24]=[CH:23][CH:22]=[C:21]([O:25][C:26]([F:29])([F:28])[F:27])[CH:20]=4)[O:15][C:14]3=[O:30])[C:9]([C:31]3[CH:32]=[C:33]([C:39]4[CH:48]=[CH:47][C:42]([C:43]([O:45]C)=[O:44])=[CH:41][C:40]=4[CH3:49])[CH:34]=[N:35][C:36]=3[O:37][CH3:38])=[CH:8][N:7]=2)[CH2:3]1.[OH-].[Li+]. Product: [F:1][CH:2]1[CH2:5][N:4]([C:6]2[N:11]=[C:10]([CH2:12][N:13]3[C@@H:17]([CH3:18])[C@@H:16]([C:19]4[CH:24]=[CH:23][CH:22]=[C:21]([O:25][C:26]([F:29])([F:28])[F:27])[CH:20]=4)[O:15][C:14]3=[O:30])[C:9]([C:31]3[CH:32]=[C:33]([C:39]4[CH:48]=[CH:47][C:42]([C:43]([OH:45])=[O:44])=[CH:41][C:40]=4[CH3:49])[CH:34]=[N:35][C:36]=3[O:37][CH3:38])=[CH:8][N:7]=2)[CH2:3]1. The catalyst class is: 12. (4) Reactant: [H-].[Na+].[F:3][C:4]([F:8])([F:7])[CH2:5][OH:6].Br[CH2:10][C:11]1[CH:16]=[CH:15][C:14]([N+:17]([O-:19])=[O:18])=[CH:13][CH:12]=1. Product: [N+:17]([C:14]1[CH:15]=[CH:16][C:11]([CH2:10][O:6][CH2:5][C:4]([F:8])([F:7])[F:3])=[CH:12][CH:13]=1)([O-:19])=[O:18]. The catalyst class is: 9. (5) Reactant: [C-:1]#[N:2].[Na+].F[C:5]1[CH:6]=[CH:7][C:8]2[C:9](=[O:21])[C:10]3[C:15]([O:16][C:17]=2[CH:18]=1)=[CH:14][C:13]([O:19][CH3:20])=[CH:12][CH:11]=3. Product: [CH3:20][O:19][C:13]1[CH:14]=[C:15]2[C:10](=[CH:11][CH:12]=1)[C:9](=[O:21])[C:8]1[CH:7]=[CH:6][C:5]([C:1]#[N:2])=[CH:18][C:17]=1[O:16]2. The catalyst class is: 9. (6) Reactant: C([O:4][CH:5]1[C:6]([O:54][CH:55]([O:57][CH2:58][CH3:59])[CH3:56])([CH3:53])[CH2:7][CH2:8][CH:9]([O:47][CH:48]([O:50][CH2:51][CH3:52])[CH3:49])[CH2:10][C:11]([O:13][CH:14](/[C:19](/[CH3:46])=[CH:20]/[CH:21]=[CH:22]/[C:23]([O:40][CH:41]([O:43][CH2:44][CH3:45])[CH3:42])([CH3:39])[CH2:24][CH:25]2[O:38][CH:26]2[CH:27]([CH3:37])[CH:28]([O:31][CH:32]([O:34][CH2:35][CH3:36])[CH3:33])[CH2:29][CH3:30])[CH:15]([CH3:18])[CH:16]=[CH:17]1)=[O:12])(=O)C.C(=O)([O-])[O-].[K+].[K+]. Product: [CH2:51]([O:50][CH:48]([O:47][CH:9]1[CH2:8][CH2:7][C:6]([O:54][CH:55]([O:57][CH2:58][CH3:59])[CH3:56])([CH3:53])[CH:5]([OH:4])[CH:17]=[CH:16][CH:15]([CH3:18])[CH:14](/[C:19](/[CH3:46])=[CH:20]/[CH:21]=[CH:22]/[C:23]([O:40][CH:41]([O:43][CH2:44][CH3:45])[CH3:42])([CH3:39])[CH2:24][CH:25]2[O:38][CH:26]2[CH:27]([CH3:37])[CH:28]([O:31][CH:32]([O:34][CH2:35][CH3:36])[CH3:33])[CH2:29][CH3:30])[O:13][C:11](=[O:12])[CH2:10]1)[CH3:49])[CH3:52]. The catalyst class is: 125.